Dataset: Full USPTO retrosynthesis dataset with 1.9M reactions from patents (1976-2016). Task: Predict the reactants needed to synthesize the given product. (1) Given the product [NH2:22][CH:19]([CH2:20][CH3:21])[CH2:18][NH:23][C:2]1[N:7]=[CH:6][C:5]([C:8]#[N:9])=[C:4]([NH:10][C:11]2[CH:16]=[CH:15][CH:14]=[C:13]([CH3:17])[N:12]=2)[CH:3]=1, predict the reactants needed to synthesize it. The reactants are: Cl[C:2]1[N:7]=[CH:6][C:5]([C:8]#[N:9])=[C:4]([NH:10][C:11]2[CH:16]=[CH:15][CH:14]=[C:13]([CH3:17])[N:12]=2)[CH:3]=1.[CH2:18]([NH2:23])[CH:19]([NH2:22])[CH2:20][CH3:21].C(N(CC)C(C)C)(C)C. (2) Given the product [CH3:12][O:11][C:10]1[CH:9]=[C:8]2[C:4]([CH2:5]/[C:6](=[CH:14]\[C:15]3[CH:20]=[CH:19][CH:18]=[C:17]([C:21]([F:24])([F:23])[F:22])[CH:16]=3)/[C:7]2=[O:13])=[CH:3][C:2]=1[N:29]1[CH2:30][CH2:31][N:26]([CH3:25])[CH2:27][CH2:28]1, predict the reactants needed to synthesize it. The reactants are: Br[C:2]1[CH:3]=[C:4]2[C:8](=[CH:9][C:10]=1[O:11][CH3:12])[C:7](=[O:13])/[C:6](=[CH:14]/[C:15]1[CH:20]=[CH:19][CH:18]=[C:17]([C:21]([F:24])([F:23])[F:22])[CH:16]=1)/[CH2:5]2.[CH3:25][N:26]1[CH2:31][CH2:30][NH:29][CH2:28][CH2:27]1.C(=O)([O-])[O-].[Cs+].[Cs+].C1C=CC(P(C2C(C3C(P(C4C=CC=CC=4)C4C=CC=CC=4)=CC=C4C=3C=CC=C4)=C3C(C=CC=C3)=CC=2)C2C=CC=CC=2)=CC=1. (3) The reactants are: C(OC([N:8]1[CH2:13][CH2:12][CH:11]2[C:14]3[CH:20]=[CH:19][C:18]([S:21]([C:24]4[CH:29]=[CH:28][CH:27]=[C:26]([OH:30])[CH:25]=4)(=[O:23])=[O:22])=[CH:17][C:15]=3[O:16][CH:10]2[CH2:9]1)=O)(C)(C)C.Br[CH2:32][CH:33]1[CH2:38][CH2:37][O:36][CH2:35][CH2:34]1.C(=O)([O-])[O-].[Cs+].[Cs+]. Given the product [O:36]1[CH2:37][CH2:38][CH:33]([CH2:32][O:30][C:26]2[CH:25]=[C:24]([S:21]([C:18]3[CH:19]=[CH:20][C:14]4[CH:11]5[CH2:12][CH2:13][NH:8][CH2:9][CH:10]5[O:16][C:15]=4[CH:17]=3)(=[O:23])=[O:22])[CH:29]=[CH:28][CH:27]=2)[CH2:34][CH2:35]1, predict the reactants needed to synthesize it.